This data is from Forward reaction prediction with 1.9M reactions from USPTO patents (1976-2016). The task is: Predict the product of the given reaction. (1) Given the reactants [Cl:1][C:2]1[CH:10]=[C:9]([N:11]2[CH:15]=[CH:14][C:13]([CH3:16])=[N:12]2)[CH:8]=[CH:7][C:3]=1[C:4]([OH:6])=O.[NH2:17][C:18]1[CH:19]=[CH:20][C:21]2[CH2:26][CH2:25][O:24][B:23]([OH:27])[C:22]=2[CH:28]=1, predict the reaction product. The product is: [Cl:1][C:2]1[CH:10]=[C:9]([N:11]2[CH:15]=[CH:14][C:13]([CH3:16])=[N:12]2)[CH:8]=[CH:7][C:3]=1[C:4]([NH:17][C:18]1[CH:19]=[CH:20][C:21]2[CH2:26][CH2:25][O:24][B:23]([OH:27])[C:22]=2[CH:28]=1)=[O:6]. (2) Given the reactants C(O[C:6]([N:8]1[CH2:13][CH2:12][N:11]([C:14]2[C:23]3[C:18](=[CH:19][C:20](OCC)=[C:21]([O:24][CH3:25])[CH:22]=3)[N:17]=[CH:16][N:15]=2)[CH2:10][CH2:9]1)=[O:7])(C)(C)C.C(O[C:34]([N:36]1CCN(C2C3C(=CC(F)=C(F)C=3)N=CN=2)CC1)=O)(C)(C)C.O([C:61]1[CH:66]=[CH:65][C:64]([N:67]=C=O)=[CH:63][CH:62]=1)C1C=CC=CC=1.[N-]=[C:71]=O.[N-]=C=S, predict the reaction product. The product is: [C:34]([C:61]1[CH:62]=[CH:63][C:64]([NH:67][C:6]([N:8]2[CH2:9][CH2:10][N:11]([C:14]3[C:23]4[C:18](=[CH:19][C:20]([CH3:71])=[C:21]([O:24][CH3:25])[CH:22]=4)[N:17]=[CH:16][N:15]=3)[CH2:12][CH2:13]2)=[O:7])=[CH:65][CH:66]=1)#[N:36]. (3) Given the reactants [CH3:1][C:2]([CH3:9])([CH3:8])[C:3](=O)[CH2:4][C:5]#[N:6].Cl.[C:11]1([CH3:19])[CH:16]=[CH:15][C:14]([NH:17][NH2:18])=[CH:13][CH:12]=1, predict the reaction product. The product is: [C:2]([C:3]1[CH:4]=[C:5]([NH2:6])[N:17]([C:14]2[CH:15]=[CH:16][C:11]([CH3:19])=[CH:12][CH:13]=2)[N:18]=1)([CH3:9])([CH3:8])[CH3:1].